This data is from Experimentally validated miRNA-target interactions with 360,000+ pairs, plus equal number of negative samples. The task is: Binary Classification. Given a miRNA mature sequence and a target amino acid sequence, predict their likelihood of interaction. (1) The miRNA is hsa-miR-4252 with sequence GGCCACUGAGUCAGCACCA. The protein sequence of the target gene is MEPGDAARPGSGRATGAPPPRLLLLPLLLGWGLRVAAAASASSSGAAAEDSSAMEELATEKEAEESHRQDSVSLLTFILLLTLTILTIWLFKHRRVRFLHETGLAMIYGLIVGVILRYGTPATSGRDKSLSCTQEDRAFSTLLVNVSGKFFEYTLKGEISPGKINSVEQNDMLRKVTFDPEVFFNILLPPIIFHAGYSLKKRHFFRNLGSILAYAFLGTAVSCFIIGNLMYGVVKLMKIMGQLSDKFYYTDCLFFGAIISATDPVTVLAIFNELHADVDLYALLFGESVLNDAVAIVLSS.... Result: 1 (interaction). (2) The miRNA is hsa-miR-766-3p with sequence ACUCCAGCCCCACAGCCUCAGC. The protein sequence of the target gene is MQDPNADTEWNDILRKKGILPPKESLKELEEEAEEEQRILQQSVVKTYEDMTLEELEDHEDEFNEEDERAIEMYRRRRLAEWKATKLKNKFGEVLEISGKDYVQEVTKAGEGLWVILHLYKQGIPLCALINQHLSGLARKFPDVKFIKAISTTCIPNYPDRNLPTIFVYLEGDIKAQFIGPLVFGGMNLTRDELEWKLSESGAIMTDLEENPKKPIEDVLLSSVRRSVLMKRDSDSEGD. Result: 1 (interaction). (3) The protein sequence of the target gene is MARGAEGGRGDAGWGLRGALAAVALLSALNAAGTVFALCQWRGLSSALRALEAQRGREQREDSALRSFLAELSRAPRGASAPPQDPASSARNKRSHSGEPAPHIRAESHDMLMMMTYSMVPIRVMVDLCNSTKGICLTGPSGPPGPPGAGGLPGHNGLDGQPGPQGPKGEKGANGKRGKMGIPGAAGNPGERGEKGDHGELGLQGNEGPPGQKGEKGDKGDVSNDVLLAGAKGDQGPPGPPGPPGPPGPPGPPGSRRAKGPRQPSMFNGQCPGETCAIPNDDTLVGKADEKASEHHSPQA.... Result: 1 (interaction). The miRNA is hsa-miR-29c-3p with sequence UAGCACCAUUUGAAAUCGGUUA.